This data is from Reaction yield outcomes from USPTO patents with 853,638 reactions. The task is: Predict the reaction yield, written as a fraction of the theoretical maximum amount of product (1.0 means a 100% yield; for example, 0.34 means a 34% yield). (1) The reactants are [CH2:1]([N:8]([C@H:35]([C:37]1[CH:42]=[CH:41][CH:40]=[CH:39][CH:38]=1)[CH3:36])[C@@H:9]1[CH2:14][CH2:13][N:12](C2C3C=CC=CC=3CCC3C=CC=CC2=3)[CH2:11][C@:10]1([OH:34])[C:30]([O:32][CH3:33])=[O:31])[C:2]1[CH:7]=[CH:6][CH:5]=[CH:4][CH:3]=1.C([SiH](CC)CC)C.FC(F)(F)C(O)=O.C(N(CC)CC)C.[C:75]([O:74][C:72](O[C:72]([O:74][C:75]([CH3:78])([CH3:77])[CH3:76])=[O:73])=[O:73])([CH3:78])([CH3:77])[CH3:76]. The catalyst is C(Cl)Cl.C1COCC1. The product is [CH2:1]([N:8]([C@H:35]([C:37]1[CH:42]=[CH:41][CH:40]=[CH:39][CH:38]=1)[CH3:36])[C@@H:9]1[CH2:14][CH2:13][N:12]([C:72]([O:74][C:75]([CH3:76])([CH3:77])[CH3:78])=[O:73])[CH2:11][C@:10]1([OH:34])[C:30]([O:32][CH3:33])=[O:31])[C:2]1[CH:3]=[CH:4][CH:5]=[CH:6][CH:7]=1. The yield is 0.890. (2) The reactants are S(=O)(=O)(O)[O-].[K+].[C:7]([O:11][C:12]([NH:14][C@@H:15]([C:19]1[CH:24]=[CH:23][C:22]([Cl:25])=[CH:21][CH:20]=1)[C:16]([O-:18])=[O:17])=[O:13])([CH3:10])([CH3:9])[CH3:8].[CH:26]1([NH2+]C2CCCCC2)CCCCC1.C[Si](C=[N+]=[N-])(C)C.CCCCCC. The catalyst is CCOCC. The product is [CH3:26][O:17][C:16](=[O:18])[C@@H:15]([NH:14][C:12]([O:11][C:7]([CH3:10])([CH3:8])[CH3:9])=[O:13])[C:19]1[CH:24]=[CH:23][C:22]([Cl:25])=[CH:21][CH:20]=1. The yield is 0.960. (3) The reactants are Cl.[NH2:2][CH2:3][C:4]1[CH:12]=[CH:11][CH:10]=[C:9]2[C:5]=1[C:6](=[O:22])[N:7]([CH:14]1[CH2:19][CH2:18][C:17](=[O:20])[NH:16][C:15]1=[O:21])[C:8]2=[O:13].N12CCCN=C1CCCCC2.ON1C2C=CC=CC=2N=N1.[F:44][C:45]([F:58])([F:57])[O:46][C:47]1[CH:52]=[CH:51][C:50]([CH2:53][C:54](O)=[O:55])=[CH:49][CH:48]=1.Cl.CN(C)CCCN=C=NCC. The catalyst is C(#N)C. The product is [O:21]=[C:15]1[CH:14]([N:7]2[C:6](=[O:22])[C:5]3[C:9](=[CH:10][CH:11]=[CH:12][C:4]=3[CH2:3][NH:2][C:54](=[O:55])[CH2:53][C:50]3[CH:51]=[CH:52][C:47]([O:46][C:45]([F:57])([F:44])[F:58])=[CH:48][CH:49]=3)[C:8]2=[O:13])[CH2:19][CH2:18][C:17](=[O:20])[NH:16]1. The yield is 0.640. (4) The reactants are [CH3:1][N:2]1[CH:7]2[CH2:8][CH2:9][CH:3]1[CH2:4][C:5]([C:10]1[C:18]3[C:13](=[CH:14][CH:15]=[C:16]([N+:19]([O-])=O)[CH:17]=3)[NH:12][CH:11]=1)=[CH:6]2.I.CS[C:25]([C:27]1[S:28][CH:29]=[CH:30][CH:31]=1)=[NH:26]. The catalyst is C(O)C.[Pd]. The product is [CH3:1][N:2]1[CH:7]2[CH2:8][CH2:9][CH:3]1[CH2:4][C:5]([C:10]1[C:18]3[C:13](=[CH:14][CH:15]=[C:16]([NH:19][C:25]([C:27]4[S:28][CH:29]=[CH:30][CH:31]=4)=[NH:26])[CH:17]=3)[NH:12][CH:11]=1)=[CH:6]2. The yield is 0.440. (5) The reactants are [N:1]([CH2:4][CH:5]1[NH:10][C:9]2[C:11](Br)=[CH:12][C:13]([Cl:15])=[CH:14][C:8]=2[O:7][CH2:6]1)=[N+:2]=[N-:3].[Cl:17][C:18]1[CH:23]=[CH:22][CH:21]=[CH:20][C:19]=1B(O)O. No catalyst specified. The product is [N:1]([CH2:4][CH:5]1[NH:10][C:9]2[C:11]([C:19]3[CH:20]=[CH:21][CH:22]=[CH:23][C:18]=3[Cl:17])=[CH:12][C:13]([Cl:15])=[CH:14][C:8]=2[O:7][CH2:6]1)=[N+:2]=[N-:3]. The yield is 0.930. (6) The reactants are [Na].C(O)C.[CH2:5]([O:12][C:13]1[CH:18]=[C:17]([O:19][CH2:20][C:21]2[CH:26]=[CH:25][CH:24]=[CH:23][CH:22]=2)[C:16]([Cl:27])=[CH:15][C:14]=1[C:28](=[O:30])[CH3:29])[C:6]1[CH:11]=[CH:10][CH:9]=[CH:8][CH:7]=1.[C:31](OCC)(=[O:37])[C:32]([O:34][CH2:35][CH3:36])=[O:33]. The catalyst is C(O)(=O)C. The product is [CH2:35]([O:34][C:32](=[O:33])[C:31]([OH:37])=[CH:29][C:28]([C:14]1[CH:15]=[C:16]([Cl:27])[C:17]([O:19][CH2:20][C:21]2[CH:26]=[CH:25][CH:24]=[CH:23][CH:22]=2)=[CH:18][C:13]=1[O:12][CH2:5][C:6]1[CH:11]=[CH:10][CH:9]=[CH:8][CH:7]=1)=[O:30])[CH3:36]. The yield is 0.950. (7) The reactants are [C:1]([O:5][C:6]([N:8]([CH2:16][C:17]1[CH:18]=[C:19]([O:24][CH3:25])[CH:20]=[CH:21][C:22]=1Br)[C:9]([O:11][C:12]([CH3:15])([CH3:14])[CH3:13])=[O:10])=[O:7])([CH3:4])([CH3:3])[CH3:2].[C:26]([O:35][CH3:36])(=[O:34])[C:27]([CH2:29][C:30]([O:32][CH3:33])=[O:31])=[CH2:28].C1(C)C=CC=CC=1P(C1C=CC=CC=1C)C1C=CC=CC=1C.C(N(C(C)C)CC)(C)C. The catalyst is C([O-])(=O)C.[Pd+2].C([O-])(=O)C.C(#N)CC. The product is [C:26]([C:27](=[CH:28][C:22]1[CH:21]=[CH:20][C:19]([O:24][CH3:25])=[CH:18][C:17]=1[CH2:16][N:8]([C:9]([O:11][C:12]([CH3:15])([CH3:14])[CH3:13])=[O:10])[C:6]([O:5][C:1]([CH3:4])([CH3:3])[CH3:2])=[O:7])[CH2:29][C:30]([O:32][CH3:33])=[O:31])([O:35][CH3:36])=[O:34]. The yield is 0.660. (8) The reactants are [CH3:1][O:2][C:3]1[CH:4]=[C:5]([NH:14][C:15]([NH2:17])=[S:16])[CH:6]=[CH:7][C:8]=1[C:9]1[O:13][CH:12]=[N:11][CH:10]=1.Br[CH:19]1[CH2:24][CH2:23][CH2:22][CH:21]([C:25]2[CH:30]=[CH:29][CH:28]=[CH:27][CH:26]=2)[C:20]1=O. The product is [CH3:1][O:2][C:3]1[CH:4]=[C:5]([NH:14][C:15]2[S:16][C:27]3[CH2:28][CH2:29][CH2:30][CH:25]([C:21]4[CH:22]=[CH:23][CH:24]=[CH:19][CH:20]=4)[C:26]=3[N:17]=2)[CH:6]=[CH:7][C:8]=1[C:9]1[O:13][CH:12]=[N:11][CH:10]=1. The yield is 0.830. The catalyst is C(O)C. (9) The reactants are [CH2:1]([N:8]1[C:16]2[C:15](=[O:17])[NH:14][C:13](=[O:18])[NH:12][C:11]=2[N:10]=[CH:9]1)[C:2]1[CH:7]=[CH:6][CH:5]=[CH:4][CH:3]=1.C(=O)([O-])[O-].[K+].[K+].[CH2:25](I)[CH2:26][CH2:27][CH3:28].C(O)(=O)C. The product is [CH2:25]([N:12]1[C:11]2[N:10]=[CH:9][N:8]([CH2:1][C:2]3[CH:7]=[CH:6][CH:5]=[CH:4][CH:3]=3)[C:16]=2[C:15](=[O:17])[NH:14][C:13]1=[O:18])[CH2:26][CH2:27][CH3:28]. The catalyst is CN(C=O)C. The yield is 0.450.